From a dataset of Catalyst prediction with 721,799 reactions and 888 catalyst types from USPTO. Predict which catalyst facilitates the given reaction. (1) The catalyst class is: 9. Product: [CH2:18]([O:20][C:8]1[CH:13]=[CH:12][C:11]([C:1]([O:2][CH2:7][C:8]2[CH:13]=[CH:12][CH:11]=[CH:10][CH:9]=2)=[O:4])=[C:10]([Cl:26])[CH:9]=1)[C:17]1[CH:16]=[CH:24][CH:23]=[CH:22][CH:21]=1. Reactant: [C:1](=[O:4])([O-])[O-:2].[K+].[K+].[CH2:7](Br)[C:8]1[CH:13]=[CH:12][CH:11]=[CH:10][CH:9]=1.Cl[C:16]1[CH:24]=[C:23](O)[CH:22]=[CH:21][C:17]=1[C:18]([OH:20])=O.[ClH:26]. (2) Reactant: [CH3:1][O:2][C:3]1[N:4]=[CH:5][CH:6]=[C:7]2[C:11]([C:12]3[CH:17]=[CH:16][CH:15]=[CH:14][CH:13]=3)=[C:10]([C:18]3[CH:23]=[CH:22][C:21]([C:24]4([NH:28]C(=O)OC(C)(C)C)[CH2:27][CH2:26][CH2:25]4)=[CH:20][CH:19]=3)[O:9][C:8]=12.C(O)(C(F)(F)F)=O. Product: [CH3:1][O:2][C:3]1[N:4]=[CH:5][CH:6]=[C:7]2[C:11]([C:12]3[CH:13]=[CH:14][CH:15]=[CH:16][CH:17]=3)=[C:10]([C:18]3[CH:19]=[CH:20][C:21]([C:24]4([NH2:28])[CH2:27][CH2:26][CH2:25]4)=[CH:22][CH:23]=3)[O:9][C:8]=12. The catalyst class is: 2. (3) Product: [Br:1][C:2]1[CH:3]=[C:4]([CH:7]=[C:8]([OH:10])[CH:9]=1)[CH:5]=[O:6]. The catalyst class is: 96. Reactant: [Br:1][C:2]1[CH:3]=[C:4]([CH:7]=[C:8]([O:10]C)[CH:9]=1)[CH:5]=[O:6].B(Br)(Br)Br. (4) Reactant: [Cl:1][C:2]1[CH:3]=[C:4]([C:13]([N:15]([CH:19]2[CH2:23][CH2:22][CH2:21][CH2:20]2)[CH2:16][CH:17]=[CH2:18])=[O:14])[CH:5]=[C:6]([O:8][CH2:9][CH2:10][CH2:11][OH:12])[CH:7]=1.O[N:25]1[C:29](=[O:30])[C:28]2=[CH:31][CH:32]=[CH:33][CH:34]=[C:27]2[C:26]1=[O:35].C1(P(C2C=CC=CC=2)C2C=CC=CC=2)C=CC=CC=1.CCOC(/N=N/C(OCC)=O)=O. Product: [O:35]=[C:26]1[C:27]2[C:28](=[CH:31][CH:32]=[CH:33][CH:34]=2)[C:29](=[O:30])[N:25]1[O:12][CH2:11][CH2:10][CH2:9][O:8][C:6]1[CH:7]=[C:2]([Cl:1])[CH:3]=[C:4]([C:13]([N:15]([CH:19]2[CH2:20][CH2:21][CH2:22][CH2:23]2)[CH2:16][CH:17]=[CH2:18])=[O:14])[CH:5]=1. The catalyst class is: 7. (5) Product: [Cl:1][C:2]1[CH:7]=[C:6]([O:8][C:9]2[C:10]([CH:12]3[CH2:17][CH2:16][O:15][CH2:14][CH2:13]3)=[N:27][NH:21][CH:23]=2)[CH:5]=[CH:4][N:3]=1. Reactant: [Cl:1][C:2]1[CH:7]=[C:6]([O:8][CH2:9][C:10]([CH:12]2[CH2:17][CH2:16][O:15][CH2:14][CH2:13]2)=O)[CH:5]=[CH:4][N:3]=1.COC(OC)[N:21]([CH3:23])C.O.[NH2:27]N. The catalyst class is: 15. (6) Reactant: [H-].[Na+].[CH2:3]([O:10][C:11]([C:13]1[CH:18]=[CH:17][C:16](=[O:19])[NH:15][CH:14]=1)=[O:12])[C:4]1[CH:9]=[CH:8][CH:7]=[CH:6][CH:5]=1.Br[CH2:21][C:22]([O:24][CH2:25][CH3:26])=[O:23]. Product: [CH2:3]([O:10][C:11]([C:13]1[CH:18]=[CH:17][C:16](=[O:19])[N:15]([CH2:21][C:22]([O:24][CH2:25][CH3:26])=[O:23])[CH:14]=1)=[O:12])[C:4]1[CH:5]=[CH:6][CH:7]=[CH:8][CH:9]=1. The catalyst class is: 54.